From a dataset of Full USPTO retrosynthesis dataset with 1.9M reactions from patents (1976-2016). Predict the reactants needed to synthesize the given product. (1) Given the product [I:1][C:2]1[CH:3]=[C:4]2[C:8](=[CH:9][CH:10]=1)[N:7]([CH:16]1[CH2:12][CH2:13][N:14]([C:17]([O:19][C:20]([CH3:23])([CH3:22])[CH3:21])=[O:18])[CH2:15]1)[CH2:6][CH2:5]2, predict the reactants needed to synthesize it. The reactants are: [I:1][C:2]1[CH:3]=[C:4]2[C:8](=[CH:9][CH:10]=1)[NH:7][CH:6]=[CH:5]2.O=[C:12]1[CH2:16][CH2:15][N:14]([C:17]([O:19][C:20]([CH3:23])([CH3:22])[CH3:21])=[O:18])[CH2:13]1. (2) The reactants are: [CH3:1][C:2]1[C:3]2[CH:15]=[CH:14][C:13](=[O:16])[N:12]([C:17]3[CH:29]=[CH:28][C:20]([C:21]([O:23][C:24]([CH3:27])([CH3:26])[CH3:25])=[O:22])=[CH:19][CH:18]=3)[C:4]=2[N:5]=[C:6](S(C)(=O)=O)[N:7]=1.[NH2:30][C:31]1[CH:41]=[CH:40][C:34]([C:35]([O:37][CH2:38][CH3:39])=[O:36])=[CH:33][CH:32]=1. Given the product [CH2:38]([O:37][C:35]([C:34]1[CH:40]=[CH:41][C:31]([NH:30][C:6]2[N:7]=[C:2]([CH3:1])[C:3]3[CH:15]=[CH:14][C:13](=[O:16])[N:12]([C:17]4[CH:18]=[CH:19][C:20]([C:21]([O:23][C:24]([CH3:25])([CH3:27])[CH3:26])=[O:22])=[CH:28][CH:29]=4)[C:4]=3[N:5]=2)=[CH:32][CH:33]=1)=[O:36])[CH3:39], predict the reactants needed to synthesize it. (3) Given the product [CH:1]([O:4][C:5]([C:7]1[CH:8]=[C:9]([C:21]#[CH:22])[CH:10]=[C:11]2[C:16]=1[O:15][C:14]([CH3:18])([CH3:17])[CH2:13][C:12]2([CH3:20])[CH3:19])=[O:6])([CH3:3])[CH3:2], predict the reactants needed to synthesize it. The reactants are: [CH:1]([O:4][C:5]([C:7]1[CH:8]=[C:9]([C:21]#[C:22][Si](C)(C)C)[CH:10]=[C:11]2[C:16]=1[O:15][C:14]([CH3:18])([CH3:17])[CH2:13][C:12]2([CH3:20])[CH3:19])=[O:6])([CH3:3])[CH3:2].C(=O)([O-])[O-].[K+].[K+]. (4) Given the product [CH3:1][C:2]1[CH:3]=[CH:4][CH:5]=[C:6]2[C:11]=1[N:10]=[CH:9][N:8]=[C:7]2[Cl:15], predict the reactants needed to synthesize it. The reactants are: [CH3:1][C:2]1[CH:3]=[CH:4][CH:5]=[C:6]2[C:11]=1[N:10]=[CH:9][NH:8][C:7]2=O.O=P(Cl)(Cl)[Cl:15].CN(C)C1C=CC=CC=1.CCCCCC. (5) Given the product [CH2:11]=[N:1][CH:2]([CH3:9])[CH2:3][C:4]1[CH:8]=[CH:7][S:6][CH:5]=1, predict the reactants needed to synthesize it. The reactants are: [NH2:1][CH:2]([CH3:9])[CH2:3][C:4]1[CH:8]=[CH:7][S:6][CH:5]=1.S1C=CC=[C:11]1CCN. (6) Given the product [CH:15]1([N:7]2[CH2:8][CH:9]([CH3:14])[C:10](=[O:13])[N:11]([CH3:12])[C:5]3[CH:4]=[N:3][C:2]([NH:21][C:22]4[CH:30]=[CH:29][C:25]([C:26]([OH:28])=[O:27])=[CH:24][CH:23]=4)=[N:20][C:6]2=3)[CH2:19][CH2:18][CH2:17][CH2:16]1, predict the reactants needed to synthesize it. The reactants are: Cl[C:2]1[N:3]=[CH:4][C:5]2[N:11]([CH3:12])[C:10](=[O:13])[CH:9]([CH3:14])[CH2:8][N:7]([CH:15]3[CH2:19][CH2:18][CH2:17][CH2:16]3)[C:6]=2[N:20]=1.[NH2:21][C:22]1[CH:30]=[CH:29][C:25]([C:26]([OH:28])=[O:27])=[CH:24][CH:23]=1.C(O)C.